From a dataset of Peptide-MHC class I binding affinity with 185,985 pairs from IEDB/IMGT. Regression. Given a peptide amino acid sequence and an MHC pseudo amino acid sequence, predict their binding affinity value. This is MHC class I binding data. The peptide sequence is RMGVKSQLL. The MHC is HLA-A02:01 with pseudo-sequence HLA-A02:01. The binding affinity (normalized) is 0.256.